Dataset: Peptide-MHC class I binding affinity with 185,985 pairs from IEDB/IMGT. Task: Regression. Given a peptide amino acid sequence and an MHC pseudo amino acid sequence, predict their binding affinity value. This is MHC class I binding data. (1) The peptide sequence is EIYRTLYGL. The MHC is HLA-A02:06 with pseudo-sequence HLA-A02:06. The binding affinity (normalized) is 0.547. (2) The peptide sequence is TQIQTRRSF. The MHC is HLA-A69:01 with pseudo-sequence HLA-A69:01. The binding affinity (normalized) is 0.0847. (3) The peptide sequence is TMPELAWAV. The MHC is HLA-B15:01 with pseudo-sequence HLA-B15:01. The binding affinity (normalized) is 0.0847. (4) The peptide sequence is KTNFQNHKG. The MHC is HLA-A69:01 with pseudo-sequence HLA-A69:01. The binding affinity (normalized) is 0.0847. (5) The peptide sequence is KSYEHQTPF. The MHC is HLA-A69:01 with pseudo-sequence HLA-A69:01. The binding affinity (normalized) is 0.0847. (6) The binding affinity (normalized) is 0.0847. The MHC is HLA-A26:01 with pseudo-sequence HLA-A26:01. The peptide sequence is GLMVAGYFY. (7) The MHC is Patr-A0401 with pseudo-sequence Patr-A0401. The peptide sequence is GLSRPLLRL. The binding affinity (normalized) is 0. (8) The peptide sequence is LYPLAIPVTM. The MHC is HLA-A23:01 with pseudo-sequence HLA-A23:01. The binding affinity (normalized) is 0.462. (9) The peptide sequence is LPNTLVFQA. The MHC is HLA-B35:01 with pseudo-sequence HLA-B35:01. The binding affinity (normalized) is 0.592. (10) The peptide sequence is TKTTAKEVAL. The MHC is HLA-B08:01 with pseudo-sequence HLA-B08:01. The binding affinity (normalized) is 0.233.